From a dataset of Peptide-MHC class I binding affinity with 185,985 pairs from IEDB/IMGT. Regression. Given a peptide amino acid sequence and an MHC pseudo amino acid sequence, predict their binding affinity value. This is MHC class I binding data. (1) The peptide sequence is KTIIDPDFV. The MHC is HLA-A02:01 with pseudo-sequence HLA-A02:01. The binding affinity (normalized) is 0.460. (2) The peptide sequence is IPSSWAFGK. The MHC is HLA-A11:01 with pseudo-sequence HLA-A11:01. The binding affinity (normalized) is 0.121. (3) The peptide sequence is DTTTDISKY. The MHC is HLA-B08:01 with pseudo-sequence HLA-B08:01. The binding affinity (normalized) is 0.0847. (4) The peptide sequence is ITDNVHTWT. The MHC is HLA-A01:01 with pseudo-sequence HLA-A01:01. The binding affinity (normalized) is 0.164. (5) The peptide sequence is KQLESVMYL. The MHC is HLA-A02:03 with pseudo-sequence HLA-A02:03. The binding affinity (normalized) is 0.706. (6) The peptide sequence is QQQQQQQQQK. The MHC is HLA-A03:01 with pseudo-sequence HLA-A03:01. The binding affinity (normalized) is 0.138. (7) The peptide sequence is RRNDGVVQY. The MHC is HLA-C07:01 with pseudo-sequence HLA-C07:01. The binding affinity (normalized) is 0.620.